Dataset: Forward reaction prediction with 1.9M reactions from USPTO patents (1976-2016). Task: Predict the product of the given reaction. (1) The product is: [C:5]([O:4][CH2:3][CH:2]([NH:1][C:6]1[CH:11]=[CH:10][CH:9]=[CH:8][CH:7]=1)[CH2:13][CH2:14][CH2:15][C:16]1[CH:21]=[CH:20][C:19]([O:22][C:23]2[CH:28]=[CH:27][CH:26]=[C:25]([O:29][CH2:30][C:31]3[CH:36]=[CH:35][CH:34]=[CH:33][CH:32]=3)[CH:24]=2)=[CH:18][C:17]=1[Cl:37])(=[O:12])[C:6]1[CH:7]=[CH:8][CH:9]=[CH:10][CH:11]=1. Given the reactants [NH2:1][CH:2]([CH2:13][CH2:14][CH2:15][C:16]1[CH:21]=[CH:20][C:19]([O:22][C:23]2[CH:28]=[CH:27][CH:26]=[C:25]([O:29][CH2:30][C:31]3[CH:36]=[CH:35][CH:34]=[CH:33][CH:32]=3)[CH:24]=2)=[CH:18][C:17]=1[Cl:37])[CH2:3][O:4][C:5](=[O:12])[C:6]1[CH:11]=[CH:10][CH:9]=[CH:8][CH:7]=1, predict the reaction product. (2) Given the reactants [CH:1]1[C:8]([CH:9]([CH3:11])[CH3:10])=[CH:7][CH:6]=[C:4]([CH3:5])[C:2]=1[OH:3].[F:12][C:13]1[CH:14]=[C:15]([CH:25]([NH:27][C:28]([C:30]2[N:31]=[C:32](Cl)[O:33][CH:34]=2)=[O:29])[CH3:26])[CH:16]=[C:17]([F:24])[C:18]=1[NH:19][S:20]([CH3:23])(=[O:22])=[O:21].C([O-])([O-])=O.[K+].[K+], predict the reaction product. The product is: [F:24][C:17]1[CH:16]=[C:15]([CH:25]([NH:27][C:28]([C:30]2[N:31]=[C:32]([O:3][C:2]3[CH:1]=[C:8]([CH:9]([CH3:11])[CH3:10])[CH:7]=[CH:6][C:4]=3[CH3:5])[O:33][CH:34]=2)=[O:29])[CH3:26])[CH:14]=[C:13]([F:12])[C:18]=1[NH:19][S:20]([CH3:23])(=[O:22])=[O:21]. (3) Given the reactants NN.[NH2:3][C:4]1[C:13]2[N:14]=[C:15]([CH2:21][N:22]3C(=O)C4C(=CC=CC=4)C3=O)[N:16]([CH2:17][CH:18]([CH3:20])[CH3:19])[C:12]=2[C:11]2[N:10]=[CH:9][CH:8]=[CH:7][C:6]=2[N:5]=1, predict the reaction product. The product is: [NH2:22][CH2:21][C:15]1[N:16]([CH2:17][CH:18]([CH3:20])[CH3:19])[C:12]2[C:11]3[N:10]=[CH:9][CH:8]=[CH:7][C:6]=3[N:5]=[C:4]([NH2:3])[C:13]=2[N:14]=1. (4) Given the reactants [O:1]1[C:5]2([CH2:10][CH2:9][CH:8]([CH2:11][O:12][C:13]3[C:25](Cl)=[CH:24][C:16]([C:17]([O:19][C:20]([CH3:23])([CH3:22])[CH3:21])=[O:18])=[C:15]([F:27])[CH:14]=3)[CH2:7][CH2:6]2)[O:4][CH2:3][CH2:2]1.[CH:28]1(B(O)O)[CH2:30][CH2:29]1.[O-]P([O-])([O-])=O.[K+].[K+].[K+].F[B-](F)(F)F.C1(P(C2CCCCC2)C2CCCCC2)CCCCC1, predict the reaction product. The product is: [O:1]1[C:5]2([CH2:10][CH2:9][CH:8]([CH2:11][O:12][C:13]3[C:25]([CH:28]4[CH2:30][CH2:29]4)=[CH:24][C:16]([C:17]([O:19][C:20]([CH3:23])([CH3:22])[CH3:21])=[O:18])=[C:15]([F:27])[CH:14]=3)[CH2:7][CH2:6]2)[O:4][CH2:3][CH2:2]1. (5) Given the reactants [Cl:1][C:2]1[CH:3]=[C:4]2[C:9](=[CH:10][C:11]=1[C:12]([N:14]1[CH2:18][CH2:17][CH2:16][CH2:15]1)=[O:13])[N:8]=[CH:7][N:6]=[C:5]2[NH:19][CH:20]([C:26]1[N:30](C(OC(C)(C)C)=O)[C:29]2[CH:38]=[CH:39][C:40]([Cl:42])=[CH:41][C:28]=2[N:27]=1)[CH2:21][CH2:22][C:23]([OH:25])=O.[O:43]1[C:47]2([CH2:52][CH2:51][NH:50][CH2:49][CH2:48]2)[CH2:46][NH:45][C:44]1=[O:53].CN(C(ON1N=NC2C=CC=CC1=2)=[N+](C)C)C.[B-](F)(F)(F)F.FC(F)(F)C(O)=O, predict the reaction product. The product is: [Cl:1][C:2]1[CH:3]=[C:4]2[C:9](=[CH:10][C:11]=1[C:12]([N:14]1[CH2:18][CH2:17][CH2:16][CH2:15]1)=[O:13])[N:8]=[CH:7][N:6]=[C:5]2[NH:19][CH:20]([C:26]1[NH:30][C:29]2[CH:38]=[CH:39][C:40]([Cl:42])=[CH:41][C:28]=2[N:27]=1)[CH2:21][CH2:22][C:23]([N:50]1[CH2:49][CH2:48][C:47]2([O:43][C:44](=[O:53])[NH:45][CH2:46]2)[CH2:52][CH2:51]1)=[O:25]. (6) Given the reactants [OH:1][CH2:2][CH2:3][NH:4][CH2:5][CH:6]1[CH2:11][C:10]2[CH:12]=[CH:13][C:14]([C:16]([F:19])([F:18])[F:17])=[CH:15][C:9]=2[S:8](=[O:21])(=[O:20])[NH:7]1.C(=O)([O-])[O-].[Na+].[Na+].Cl[C:29]([O:31][CH2:32][C:33]1[CH:38]=[CH:37][CH:36]=[CH:35][CH:34]=1)=[O:30].C(OCC)(=O)C, predict the reaction product. The product is: [O:21]=[S:8]1(=[O:20])[C:9]2[CH:15]=[C:14]([C:16]([F:18])([F:17])[F:19])[CH:13]=[CH:12][C:10]=2[CH2:11][CH:6]([CH2:5][N:4]([CH2:3][CH2:2][OH:1])[C:29](=[O:30])[O:31][CH2:32][C:33]2[CH:38]=[CH:37][CH:36]=[CH:35][CH:34]=2)[NH:7]1.